This data is from Catalyst prediction with 721,799 reactions and 888 catalyst types from USPTO. The task is: Predict which catalyst facilitates the given reaction. (1) Reactant: [NH2:1][C:2]1[C:29]([Cl:30])=[CH:28][C:5]([C:6]([N:8]2[CH2:13][CH2:12][N:11]([CH2:14][C:15]3[CH:16]=[C:17]([CH:25]=[CH:26][CH:27]=3)[C:18]([NH:20][C:21]([CH3:24])([CH3:23])[CH3:22])=[O:19])[CH2:10][CH2:9]2)=[O:7])=[C:4]([O:31][CH3:32])[CH:3]=1.Cl[C:34](OC1C=CC([N+]([O-])=O)=CC=1)=[O:35].[CH2:46]([NH2:50])[CH:47]([CH3:49])[CH3:48]. Product: [C:21]([NH:20][C:18](=[O:19])[C:17]1[CH:25]=[CH:26][CH:27]=[C:15]([CH2:14][N:11]2[CH2:10][CH2:9][N:8]([C:6](=[O:7])[C:5]3[CH:28]=[C:29]([Cl:30])[C:2]([NH:1][C:34]([NH:50][CH2:46][CH:47]([CH3:49])[CH3:48])=[O:35])=[CH:3][C:4]=3[O:31][CH3:32])[CH2:13][CH2:12]2)[CH:16]=1)([CH3:24])([CH3:23])[CH3:22]. The catalyst class is: 46. (2) Reactant: [Cl:1][C:2]1[C:7]([O:8][CH3:9])=[CH:6][C:5]([O:10][CH3:11])=[C:4]([Cl:12])[C:3]=1[C:13]#[C:14][C:15]1[CH:16]=[N:17][C:18]([NH:21][C:22]2[CH:27]=[CH:26][C:25]([N:28]3[CH2:33][CH2:32][CH:31]([N:34]4[CH2:39][CH2:38][N:37]([CH3:40])[CH2:36][CH2:35]4)[CH2:30][CH2:29]3)=[C:24]([O:41][CH3:42])[CH:23]=2)=[N:19][CH:20]=1.[ClH:43].C(OCC)(=O)C. Product: [ClH:1].[ClH:43].[ClH:1].[Cl:12][C:4]1[C:5]([O:10][CH3:11])=[CH:6][C:7]([O:8][CH3:9])=[C:2]([Cl:1])[C:3]=1[C:13]#[C:14][C:15]1[CH:16]=[N:17][C:18]([NH:21][C:22]2[CH:27]=[CH:26][C:25]([N:28]3[CH2:29][CH2:30][CH:31]([N:34]4[CH2:39][CH2:38][N:37]([CH3:40])[CH2:36][CH2:35]4)[CH2:32][CH2:33]3)=[C:24]([O:41][CH3:42])[CH:23]=2)=[N:19][CH:20]=1. The catalyst class is: 13. (3) Reactant: [Cl:1][C:2]1[CH:14]=[N:13][C:5]2[NH:6][C:7]3[CH2:12][CH2:11][NH:10][CH2:9][C:8]=3[C:4]=2[CH:3]=1.Cl.Cl[CH2:17][CH2:18][N:19]1[CH2:24][CH2:23][O:22][CH2:21][CH2:20]1.C([O-])([O-])=O.[K+].[K+].[Na+].[I-]. Product: [Cl:1][C:2]1[CH:14]=[N:13][C:5]2[NH:6][C:7]3[CH2:12][CH2:11][N:10]([CH2:17][CH2:18][N:19]4[CH2:24][CH2:23][O:22][CH2:21][CH2:20]4)[CH2:9][C:8]=3[C:4]=2[CH:3]=1. The catalyst class is: 18. (4) Reactant: [CH3:1][C:2]1[C:6]2[CH:7]=[C:8]([C:11]3[NH:12][C:13]4[N:14]([N:18]=[CH:19][C:20]=4[C:21]([NH2:23])=[O:22])[C:15](=[O:17])[CH:16]=3)[CH:9]=[CH:10][C:5]=2[O:4][N:3]=1.CN1C(=O)C[CH2:27][CH2:26]1.BrCC(OCC)OCC. Product: [CH3:1][C:2]1[C:6]2[CH:7]=[C:8]([C:11]3[NH:12][C:13]4[N:14]([N:18]=[CH:19][C:20]=4[C:21]4[O:22][CH:26]=[CH:27][N:23]=4)[C:15](=[O:17])[CH:16]=3)[CH:9]=[CH:10][C:5]=2[O:4][N:3]=1. The catalyst class is: 6. (5) Reactant: [C:1]([O:5][C:6](=[O:52])[NH:7][CH2:8][C:9]1[CH:14]=[CH:13][C:12]([C:15](=[O:51])[NH:16][C:17]2[CH:22]=[CH:21][C:20]([NH:23][C:24]3[N:29]4[N:30]=[CH:31][CH:32]=[C:28]4[CH:27]=[C:26]([C:33]4[CH:42]=[CH:41][C:40]5[C:35](=[CH:36][CH:37]=[C:38]([O:43]CC6C=CC=CC=6)[CH:39]=5)[CH:34]=4)[N:25]=3)=[CH:19][CH:18]=2)=[CH:11][CH:10]=1)([CH3:4])([CH3:3])[CH3:2]. Product: [C:1]([O:5][C:6](=[O:52])[NH:7][CH2:8][C:9]1[CH:10]=[CH:11][C:12]([C:15](=[O:51])[NH:16][C:17]2[CH:22]=[CH:21][C:20]([NH:23][C:24]3[N:29]4[N:30]=[CH:31][CH:32]=[C:28]4[CH:27]=[C:26]([C:33]4[CH:42]=[CH:41][C:40]5[C:35](=[CH:36][CH:37]=[C:38]([OH:43])[CH:39]=5)[CH:34]=4)[N:25]=3)=[CH:19][CH:18]=2)=[CH:13][CH:14]=1)([CH3:4])([CH3:2])[CH3:3]. The catalyst class is: 505. (6) Product: [CH2:16]([O:23][CH2:24][CH2:25][O:26][C:27]1[CH:34]=[CH:33][C:32]([O:35][CH3:36])=[CH:31][C:28]=1[CH2:29][NH:8][C:6]1[CH:7]=[C:2]([F:1])[CH:3]=[CH:4][C:5]=1[O:9][C:10]1[CH:15]=[CH:14][CH:13]=[CH:12][CH:11]=1)[C:17]1[CH:18]=[CH:19][CH:20]=[CH:21][CH:22]=1. Reactant: [F:1][C:2]1[CH:3]=[CH:4][C:5]([O:9][C:10]2[CH:15]=[CH:14][CH:13]=[CH:12][CH:11]=2)=[C:6]([NH2:8])[CH:7]=1.[CH2:16]([O:23][CH2:24][CH2:25][O:26][C:27]1[CH:34]=[CH:33][C:32]([O:35][CH3:36])=[CH:31][C:28]=1[CH:29]=O)[C:17]1[CH:22]=[CH:21][CH:20]=[CH:19][CH:18]=1.[Na]. The catalyst class is: 701. (7) Reactant: [ClH:1].O1CCOCC1.OC(C(F)(F)F)=O.OC(C(F)(F)F)=O.[CH3:22][O:23][C:24]1[CH:29]=[CH:28][C:27]([C:30]2[N:31]=[C:32]([N:35]3[CH2:40][CH2:39][N:38](C(OC(C)(C)C)=O)[CH2:37][CH:36]3[CH2:48][O:49][C:50]3[CH:51]=[N:52][CH:53]=[CH:54][CH:55]=3)[S:33][CH:34]=2)=[CH:26][CH:25]=1. Product: [ClH:1].[CH3:22][O:23][C:24]1[CH:25]=[CH:26][C:27]([C:30]2[N:31]=[C:32]([N:35]3[CH2:40][CH2:39][NH:38][CH2:37][CH:36]3[CH2:48][O:49][C:50]3[CH:51]=[N:52][CH:53]=[CH:54][CH:55]=3)[S:33][CH:34]=2)=[CH:28][CH:29]=1. The catalyst class is: 5. (8) Reactant: [Br:1][C:2]1[CH:3]=[CH:4][C:5]2[N:6]([CH2:16][CH:17]3[CH2:19][O:18]3)[C:7]3[C:12]([C:13]=2[CH:14]=1)=[CH:11][C:10]([Br:15])=[CH:9][CH:8]=3.[N-:20]=[N+:21]=[N-:22].[Na+].[NH4+].[Cl-].O. Product: [N:20]([CH2:19][CH:17]([OH:18])[CH2:16][N:6]1[C:5]2[CH:4]=[CH:3][C:2]([Br:1])=[CH:14][C:13]=2[C:12]2[C:7]1=[CH:8][CH:9]=[C:10]([Br:15])[CH:11]=2)=[N+:21]=[N-:22]. The catalyst class is: 14.